Dataset: Full USPTO retrosynthesis dataset with 1.9M reactions from patents (1976-2016). Task: Predict the reactants needed to synthesize the given product. (1) Given the product [C:13]([O:12][C:11](=[O:17])[N:10]([CH2:9][C:6]1[CH:5]=[C:4]([Br:3])[N:8]([S:40]([C:36]2[CH:35]=[N:34][CH:39]=[CH:38][CH:37]=2)(=[O:42])=[O:41])[CH:7]=1)[CH3:18])([CH3:14])([CH3:15])[CH3:16], predict the reactants needed to synthesize it. The reactants are: [H-].[Na+].[Br:3][C:4]1[NH:8][CH:7]=[C:6]([CH2:9][N:10]([CH3:18])[C:11](=[O:17])[O:12][C:13]([CH3:16])([CH3:15])[CH3:14])[CH:5]=1.C1OCCOCCOCCOCCOC1.[N:34]1[CH:39]=[CH:38][CH:37]=[C:36]([S:40](Cl)(=[O:42])=[O:41])[CH:35]=1. (2) Given the product [CH:18]([S:15]([CH2:14][C:4]1[CH:5]=[C:6]([N:8]2[CH2:13][CH2:12][O:11][CH2:10][CH2:9]2)[N:7]=[C:2]([C:33]2[CH:32]=[CH:31][C:30]([NH:29][C:27](=[O:28])[O:26][C:22]([CH3:24])([CH3:23])[CH3:25])=[CH:35][CH:34]=2)[N:3]=1)(=[O:17])=[O:16])([CH3:20])[CH3:19], predict the reactants needed to synthesize it. The reactants are: Cl[C:2]1[N:7]=[C:6]([N:8]2[CH2:13][CH2:12][O:11][CH2:10][CH2:9]2)[CH:5]=[C:4]([CH2:14][S:15]([CH:18]([CH3:20])[CH3:19])(=[O:17])=[O:16])[N:3]=1.O.[C:22]([O:26][C:27]([NH:29][C:30]1[CH:35]=[CH:34][C:33](B(O)O)=[CH:32][CH:31]=1)=[O:28])([CH3:25])([CH3:24])[CH3:23].C(=O)([O-])[O-].[Na+].[Na+]. (3) Given the product [OH:8][CH2:9][C@H:10]([CH3:23])[CH2:11][N:12]1[C:17]2[CH:18]=[CH:19][CH:20]=[CH:21][C:16]=2[O:15][CH2:14][C:13]1=[O:22], predict the reactants needed to synthesize it. The reactants are: [Si]([O:8][CH2:9][C@H:10]([CH3:23])[CH2:11][N:12]1[C:17]2[CH:18]=[CH:19][CH:20]=[CH:21][C:16]=2[O:15][CH2:14][C:13]1=[O:22])(C(C)(C)C)(C)C.CCCC[N+](CCCC)(CCCC)CCCC.[F-]. (4) Given the product [N:9]1([C:13]([C:15]2[CH:16]=[C:17]([Cl:43])[C:18]([O:21][C:22]3[CH:23]=[C:24]([CH:28]=[C:29]([O:31][C@@H:32]([CH3:42])[CH2:33][OH:34])[CH:30]=3)[C:25]([NH:44][C:45]3[CH:50]=[N:49][C:48]([CH3:51])=[CH:47][N:46]=3)=[O:26])=[N:19][CH:20]=2)=[O:14])[CH2:10][CH2:11][CH2:12]1, predict the reactants needed to synthesize it. The reactants are: ClC(N(C)C)=C(C)C.[N:9]1([C:13]([C:15]2[CH:16]=[C:17]([Cl:43])[C:18]([O:21][C:22]3[CH:23]=[C:24]([CH:28]=[C:29]([O:31][C@@H:32]([CH3:42])[CH2:33][O:34][Si](C(C)(C)C)(C)C)[CH:30]=3)[C:25](O)=[O:26])=[N:19][CH:20]=2)=[O:14])[CH2:12][CH2:11][CH2:10]1.[NH2:44][C:45]1[CH:50]=[N:49][C:48]([CH3:51])=[CH:47][N:46]=1.N1C=CC=CC=1. (5) Given the product [CH2:20]([O:27][C:28](=[O:29])[NH:10][C@@H:9]1[CH2:8][NH:7][C:6]1=[O:5])[CH2:21][CH2:22][CH2:23][CH2:24][CH2:25][CH3:26], predict the reactants needed to synthesize it. The reactants are: C([O-])(=O)C.[O:5]=[C:6]1[C@H:9]([NH3+:10])[CH2:8][NH:7]1.CCN(C(C)C)C(C)C.[CH2:20]([O:27][C:28](N1C=CC=CC1=O)=[O:29])[CH2:21][CH2:22][CH2:23][CH2:24][CH2:25][CH3:26]. (6) Given the product [C:22]([CH2:24][CH2:25][C@H:26]1[CH2:30][C@H:29]([C:31]([NH:2][NH:1][C:3]2[N:4]=[C:5]3[CH:11]=[CH:10][N:9]([S:12]([C:15]4[CH:21]=[CH:20][C:18]([CH3:19])=[CH:17][CH:16]=4)(=[O:13])=[O:14])[C:6]3=[N:7][CH:8]=2)=[O:32])[C@H:28]([CH3:34])[CH2:27]1)#[N:23], predict the reactants needed to synthesize it. The reactants are: [NH:1]([C:3]1[N:4]=[C:5]2[CH:11]=[CH:10][N:9]([S:12]([C:15]3[CH:21]=[CH:20][C:18]([CH3:19])=[CH:17][CH:16]=3)(=[O:14])=[O:13])[C:6]2=[N:7][CH:8]=1)[NH2:2].[C:22]([CH2:24][CH2:25][C@H:26]1[CH2:30][C@H:29]([C:31](O)=[O:32])[C@H:28]([CH3:34])[CH2:27]1)#[N:23].CN(C(ON1N=NC2C=CC=NC1=2)=[N+](C)C)C.F[P-](F)(F)(F)(F)F.OP([O-])(O)=O.[K+]. (7) The reactants are: [Br:1][C:2]1[N:7]=[C:6]([CH:8]=O)[CH:5]=[CH:4][CH:3]=1.[NH2:10][C@H:11]([CH2:16][OH:17])[CH2:12][CH:13]([CH3:15])[CH3:14]. Given the product [Br:1][C:2]1[N:7]=[C:6]([CH2:8][NH:10][CH:11]([CH2:12][CH:13]([CH3:15])[CH3:14])[CH2:16][OH:17])[CH:5]=[CH:4][CH:3]=1, predict the reactants needed to synthesize it. (8) Given the product [F:22][C:4]([F:21])([F:3])[C:5]1[CH:6]=[C:7]2[CH:13]=[C:12]([C:25]([OH:27])=[O:26])[N:11]([CH2:14][C:15]3[CH:20]=[CH:19][N:18]=[CH:17][CH:16]=3)[C:8]2=[N:9][CH:10]=1, predict the reactants needed to synthesize it. The reactants are: [OH-].[K+].[F:3][C:4]([F:22])([F:21])[C:5]1[CH:6]=[C:7]2[CH:13]=[CH:12][N:11]([CH2:14][C:15]3[CH:20]=[CH:19][N:18]=[CH:17][CH:16]=3)[C:8]2=[N:9][CH:10]=1.CC[C:25]([O-:27])=[O:26].